Dataset: Peptide-MHC class I binding affinity with 185,985 pairs from IEDB/IMGT. Task: Regression. Given a peptide amino acid sequence and an MHC pseudo amino acid sequence, predict their binding affinity value. This is MHC class I binding data. The peptide sequence is SVNCFTSLVWAPL. The MHC is HLA-B35:01 with pseudo-sequence HLA-B35:01. The binding affinity (normalized) is 0.0775.